This data is from Forward reaction prediction with 1.9M reactions from USPTO patents (1976-2016). The task is: Predict the product of the given reaction. (1) The product is: [OH:8][CH2:9][CH2:10][O:11][CH2:12][CH2:13][O:14][CH2:15][C:16]([CH3:25])([CH3:24])[C:17]([O:19][C:20]([CH3:23])([CH3:22])[CH3:21])=[O:18]. Given the reactants C([O:8][CH2:9][CH2:10][O:11][CH2:12][CH2:13][O:14][CH2:15][C:16]([CH3:25])([CH3:24])[C:17]([O:19][C:20]([CH3:23])([CH3:22])[CH3:21])=[O:18])C1C=CC=CC=1, predict the reaction product. (2) Given the reactants C([O:3][C:4](=[O:12])[CH2:5][C:6]([CH:9]1[CH2:11][CH2:10]1)([CH3:8])[CH3:7])C.O.[OH-].[Li+], predict the reaction product. The product is: [CH:9]1([C:6]([CH3:8])([CH3:7])[CH2:5][C:4]([OH:12])=[O:3])[CH2:11][CH2:10]1. (3) Given the reactants [C:1](OC(=O)C)(=[O:3])[CH3:2].[C:8]([O:12][C:13]([N:15]1[C@@H:20]([C@@H:21]([OH:33])[C@@H:22]([NH2:32])[CH2:23][C:24]2[CH:29]=[C:28]([OH:30])[CH:27]=[C:26]([F:31])[CH:25]=2)[CH2:19][O:18][C@H:17]([O:34][C:35]([CH2:39][F:40])([CH3:38])[CH2:36][F:37])[CH2:16]1)=[O:14])([CH3:11])([CH3:10])[CH3:9].C(N(CC)CC)C, predict the reaction product. The product is: [C:8]([O:12][C:13]([N:15]1[C@@H:20]([C@@H:21]([OH:33])[C@@H:22]([NH:32][C:1](=[O:3])[CH3:2])[CH2:23][C:24]2[CH:29]=[C:28]([OH:30])[CH:27]=[C:26]([F:31])[CH:25]=2)[CH2:19][O:18][C@H:17]([O:34][C:35]([CH2:36][F:37])([CH3:38])[CH2:39][F:40])[CH2:16]1)=[O:14])([CH3:10])([CH3:11])[CH3:9]. (4) Given the reactants CN(C(ON1N=NC2C=CC=CC1=2)=[N+](C)C)C.F[P-](F)(F)(F)(F)F.[CH3:25][C:26]([CH3:39])([CH3:38])[CH2:27][CH2:28][N:29]1[CH2:34][CH2:33][CH:32]([C:35]([OH:37])=O)[CH2:31][CH2:30]1.CCN(C(C)C)C(C)C.[NH2:49][CH2:50][C:51]1[CH:67]=[CH:66][C:54]([C:55]([N:57]([C:59]2[CH:64]=[CH:63][C:62]([Cl:65])=[CH:61][CH:60]=2)[CH3:58])=[O:56])=[CH:53][C:52]=1[CH3:68], predict the reaction product. The product is: [Cl:65][C:62]1[CH:63]=[CH:64][C:59]([N:57]([CH3:58])[C:55]([C:54]2[CH:66]=[CH:67][C:51]([CH2:50][NH:49][C:35]([CH:32]3[CH2:31][CH2:30][N:29]([CH2:28][CH2:27][C:26]([CH3:25])([CH3:39])[CH3:38])[CH2:34][CH2:33]3)=[O:37])=[C:52]([CH3:68])[CH:53]=2)=[O:56])=[CH:60][CH:61]=1.